Dataset: Reaction yield outcomes from USPTO patents with 853,638 reactions. Task: Predict the reaction yield, written as a fraction of the theoretical maximum amount of product (1.0 means a 100% yield; for example, 0.34 means a 34% yield). (1) The reactants are NC(N)=O.[C:5]([O:9][C:10]([NH:12][CH2:13][CH2:14][NH:15][S:16]([C:19]1[C:24]([Cl:25])=[CH:23][CH:22]=[C:21]([NH2:26])[C:20]=1[OH:27])(=[O:18])=[O:17])=[O:11])([CH3:8])([CH3:7])[CH3:6].[Br:28][C:29]1[CH:34]=[CH:33][CH:32]=[CH:31][C:30]=1[N:35]=[C:36]=[O:37]. No catalyst specified. The product is [Br:28][C:29]1[CH:34]=[CH:33][CH:32]=[CH:31][C:30]=1[NH:35][C:36]([NH:26][C:21]1[CH:22]=[CH:23][C:24]([Cl:25])=[C:19]([S:16]([NH:15][CH2:14][CH2:13][NH:12][C:10]([O:9][C:5]([CH3:8])([CH3:6])[CH3:7])=[O:11])(=[O:18])=[O:17])[C:20]=1[OH:27])=[O:37]. The yield is 0.490. (2) The reactants are [C:1]1(OC)[CH:6]=[CH:5][CH:4]=[CH:3][CH:2]=1.C[S:10][C:11]1SC2C=CC=C[C:14]=2[N:15]=1.[S:20]=[C:21]1[N:25]([CH2:26][CH3:27])[C:24](=[O:28])[CH2:23][S:22]1.C(#N)C. The catalyst is C(N(CC)CC)C. The product is [CH3:14][N:15]1[C:6]2[CH:5]=[CH:4][CH:3]=[CH:2][C:1]=2[S:10][C:11]1=[C:23]1[S:22][C:21](=[S:20])[N:25]([CH2:26][CH3:27])[C:24]1=[O:28]. The yield is 0.890. (3) The catalyst is O1CCCC1. The yield is 0.900. The product is [Cl:1][C:2]1[N:6]([CH2:7][C:8]2[CH:13]=[CH:12][CH:11]=[C:10]([C:14]([F:17])([F:16])[F:15])[C:9]=2[CH3:18])[C:5]2[CH:19]=[C:20]([N:27]3[CH2:28][CH2:29][O:30][CH2:31][CH2:32]3)[CH:21]=[C:22]([C:23]([OH:25])=[O:24])[C:4]=2[N:3]=1. The reactants are [Cl:1][C:2]1[N:6]([CH2:7][C:8]2[CH:13]=[CH:12][CH:11]=[C:10]([C:14]([F:17])([F:16])[F:15])[C:9]=2[CH3:18])[C:5]2[CH:19]=[C:20]([N:27]3[CH2:32][CH2:31][O:30][CH2:29][CH2:28]3)[CH:21]=[C:22]([C:23]([O:25]C)=[O:24])[C:4]=2[N:3]=1.[OH-].[Li+]. (4) The catalyst is C(OCC)(=O)C. The product is [Cl:18][C:19]1[CH:27]=[C:26]([F:28])[CH:25]=[CH:24][C:20]=1[C:21]([NH:6][C:5]1[CH:7]=[CH:8][C:2]([F:1])=[C:3]([N+:9]([O-:11])=[O:10])[CH:4]=1)=[O:22]. The yield is 0.850. The reactants are [F:1][C:2]1[CH:8]=[CH:7][C:5]([NH2:6])=[CH:4][C:3]=1[N+:9]([O-:11])=[O:10].O1CCOCC1.[Cl:18][C:19]1[CH:27]=[C:26]([F:28])[CH:25]=[CH:24][C:20]=1[C:21](Cl)=[O:22]. (5) The reactants are [CH:1]([O:14][C:15]1[C:24]2[N:23]=[CH:22][CH:21]=[N:20][C:19]=2[C:18]([O:25]C)=[C:17]2[C:27](=[O:39])[N:28]([CH2:31][C:32]3[CH:37]=[CH:36][C:35]([F:38])=[CH:34][CH:33]=3)[C:29](=[O:30])[C:16]=12)(C1C=CC=CC=1)C1C=CC=CC=1.C([SiH](CC)CC)C.FC(F)(F)C(O)=O. The catalyst is C(Cl)Cl. The product is [F:38][C:35]1[CH:34]=[CH:33][C:32]([CH2:31][N:28]2[C:27](=[O:39])[C:17]3[C:16](=[C:15]([O:14][CH3:1])[C:24]4[N:23]=[CH:22][CH:21]=[N:20][C:19]=4[C:18]=3[OH:25])[C:29]2=[O:30])=[CH:37][CH:36]=1. The yield is 0.670.